Dataset: Reaction yield outcomes from USPTO patents with 853,638 reactions. Task: Predict the reaction yield, written as a fraction of the theoretical maximum amount of product (1.0 means a 100% yield; for example, 0.34 means a 34% yield). (1) The reactants are [CH3:1][C:2]1[CH:7]=[CH:6][C:5]([C:8]2[CH:13]=[CH:12][C:11]([CH3:14])=[CH:10][CH:9]=2)=[CH:4][CH:3]=1.BrN1C(=[O:21])CCC1=O.C1N2CN3CN(C2)CN1C3. The catalyst is C(Cl)(Cl)(Cl)Cl.C(Cl)(Cl)Cl. The product is [CH3:1][C:2]1[CH:7]=[CH:6][C:5]([C:8]2[CH:13]=[CH:12][C:11]([CH:14]=[O:21])=[CH:10][CH:9]=2)=[CH:4][CH:3]=1. The yield is 0.240. (2) The reactants are C([O:8][C@@H:9]1[C@@H:13]2[NH:14][C@H:15]([CH2:16][OH:17])[C@H:10]1[O:11][C@@H:12]2[O:18][CH3:19])C1C=CC=CC=1.C(=O)([O-])O.[Na+].Cl[C:26]([O:28][CH2:29][C:30]1[CH:35]=[CH:34][CH:33]=[CH:32][CH:31]=1)=[O:27].O. The catalyst is CO.[OH-].[Pd+2].[OH-].[C]. The product is [CH2:29]([O:28][C:26]([N:14]1[C@H:15]([CH2:16][OH:17])[C@@H:10]2[C@H:9]([OH:8])[C@H:13]1[C@H:12]([O:18][CH3:19])[O:11]2)=[O:27])[C:30]1[CH:35]=[CH:34][CH:33]=[CH:32][CH:31]=1. The yield is 0.700. (3) The reactants are [CH3:1][O:2][C:3]([C:5]1[CH:23]=[CH:22][C:8]([C:9]([NH:11][CH2:12][C:13]2[CH:21]=[CH:20][C:16]([C:17]([OH:19])=O)=[CH:15][CH:14]=2)=[O:10])=[CH:7][CH:6]=1)=[O:4].CN1CCOCC1.ClC(OCC(C)C)=O.[NH:39]([C:41]([O:43][C:44]([CH3:47])([CH3:46])[CH3:45])=[O:42])[NH2:40]. The catalyst is C1COCC1. The product is [CH3:1][O:2][C:3]([C:5]1[CH:6]=[CH:7][C:8]([C:9]([NH:11][CH2:12][C:13]2[CH:21]=[CH:20][C:16]([C:17]([NH:40][NH:39][C:41]([O:43][C:44]([CH3:47])([CH3:46])[CH3:45])=[O:42])=[O:19])=[CH:15][CH:14]=2)=[O:10])=[CH:22][CH:23]=1)=[O:4]. The yield is 0.550. (4) The reactants are [N+:1]([C:4]1[CH:15]=[CH:14][C:7]([CH2:8][N:9]2[N:13]=[N:12][CH:11]=[N:10]2)=[CH:6][CH:5]=1)([O-])=O.C(O)C. The catalyst is [C].[Pd].O1CCCC1. The product is [NH2:1][C:4]1[CH:15]=[CH:14][C:7]([CH2:8][N:9]2[N:13]=[N:12][CH:11]=[N:10]2)=[CH:6][CH:5]=1. The yield is 0.660. (5) The reactants are [CH:1]1([C:4]2[C:13]3[C:8](=[CH:9][CH:10]=[CH:11][CH:12]=3)[C:7]([N:14]=[C:15]=[S:16])=[CH:6][CH:5]=2)[CH2:3][CH2:2]1.Cl.[NH2:18][NH:19][C:20](N)=[NH:21].C(N(C(C)C)CC)(C)C. The catalyst is CN(C)C=O. The product is [NH2:21][C:20]1[N:14]([C:7]2[C:8]3[C:13](=[CH:12][CH:11]=[CH:10][CH:9]=3)[C:4]([CH:1]3[CH2:3][CH2:2]3)=[CH:5][CH:6]=2)[C:15]([SH:16])=[N:18][N:19]=1. The yield is 0.440.